This data is from Full USPTO retrosynthesis dataset with 1.9M reactions from patents (1976-2016). The task is: Predict the reactants needed to synthesize the given product. (1) Given the product [CH2:25]([N:32]1[CH2:37][CH2:36][N:35]([C:19]([C:11]2[N:10]=[CH:9][N:8]([C@@H:3]3[CH2:4][CH2:5][CH2:6][CH2:7][C@:2]3([CH2:22][O:23][CH3:24])[OH:1])[C:12]=2[C:13]2[CH:14]=[CH:15][CH:16]=[CH:17][CH:18]=2)=[O:21])[C@H:34]([CH2:38][C:39]2[CH:40]=[N:41][CH:42]=[CH:43][CH:44]=2)[CH2:33]1)[C:26]1[CH:27]=[CH:28][CH:29]=[CH:30][CH:31]=1, predict the reactants needed to synthesize it. The reactants are: [OH:1][C@@:2]1([CH2:22][O:23][CH3:24])[CH2:7][CH2:6][CH2:5][CH2:4][C@H:3]1[N:8]1[C:12]([C:13]2[CH:18]=[CH:17][CH:16]=[CH:15][CH:14]=2)=[C:11]([C:19]([OH:21])=O)[N:10]=[CH:9]1.[CH2:25]([N:32]1[CH2:37][CH2:36][NH:35][C@H:34]([CH2:38][C:39]2[CH:40]=[N:41][CH:42]=[CH:43][CH:44]=2)[CH2:33]1)[C:26]1[CH:31]=[CH:30][CH:29]=[CH:28][CH:27]=1.CCN=C=NCCCN(C)C.Cl.C1C=CC2N(O)N=NC=2C=1.C(=O)([O-])O.[Na+]. (2) Given the product [CH3:9][O:10][CH2:11][CH2:1][O:2][C:3]1[S:4][CH:5]=[CH:6][C:7]=1[CH3:8], predict the reactants needed to synthesize it. The reactants are: [CH3:1][O:2][C:3]1[S:4][CH:5]=[CH:6][C:7]=1[CH3:8].[CH3:9][O:10][CH2:11]CO.S([O-])(O)(=O)=O.[Na+].